From a dataset of Full USPTO retrosynthesis dataset with 1.9M reactions from patents (1976-2016). Predict the reactants needed to synthesize the given product. (1) Given the product [F:39][C:38]([F:41])([F:40])[S:35]([O:20][C:13]1[CH:14]=[C:15](/[CH:16]=[N:17]/[O:18][CH3:19])[C:9]2[S:8][C:7]([NH:6][C:4]([NH:3][CH2:1][CH3:2])=[O:5])=[N:11][C:10]=2[CH:12]=1)(=[O:37])=[O:36], predict the reactants needed to synthesize it. The reactants are: [CH2:1]([NH:3][C:4]([NH:6][C:7]1[S:8][C:9]2[C:15](/[CH:16]=[N:17]/[O:18][CH3:19])=[CH:14][C:13]([OH:20])=[CH:12][C:10]=2[N:11]=1)=[O:5])[CH3:2].C(N(CC)CC)C.C1C=CC(N([S:35]([C:38]([F:41])([F:40])[F:39])(=[O:37])=[O:36])[S:35]([C:38]([F:41])([F:40])[F:39])(=[O:37])=[O:36])=CC=1. (2) Given the product [CH3:1][C:2]1[CH:8]=[CH:7][C:6]([CH3:9])=[CH:5][C:3]=1[NH:4][C:12](=[O:14])[CH2:11][C:10]([NH:4][C:3]1[CH:5]=[C:6]([CH3:9])[CH:7]=[CH:8][C:2]=1[CH3:1])=[O:18], predict the reactants needed to synthesize it. The reactants are: [CH3:1][C:2]1[CH:8]=[CH:7][C:6]([CH3:9])=[CH:5][C:3]=1[NH2:4].[C:10]([O:18]CC)(=O)[CH2:11][C:12]([O:14]CC)=O. (3) Given the product [NH:1]1[CH2:6][CH2:5][C:4]2([C:18]3[CH:17]=[N:16][NH:15][C:14]=3[C:13]3[CH:12]=[CH:11][CH:10]=[CH:9][C:8]=3[O:7]2)[CH2:3][CH2:2]1, predict the reactants needed to synthesize it. The reactants are: [N:1]1(C(OCC2C=CC=CC=2)=O)[CH2:6][CH2:5][C:4]2([C:18]3[CH:17]=[N:16][NH:15][C:14]=3[C:13]3[CH:12]=[CH:11][CH:10]=[CH:9][C:8]=3[O:7]2)[CH2:3][CH2:2]1. (4) The reactants are: [F:1][C:2]([F:7])([F:6])[C:3]([OH:5])=[O:4].[F:8][C:9]1[CH:14]=[CH:13][C:12]([C:15]2[N:16]=[C:17]([NH:20][CH2:21][C:22]([OH:24])=O)[S:18][CH:19]=2)=[CH:11][CH:10]=1.[NH:25]1[CH2:28][CH2:27][CH2:26]1. Given the product [F:1][C:2]([F:7])([F:6])[C:3]([OH:5])=[O:4].[N:25]1([C:22](=[O:24])[CH2:21][NH:20][C:17]2[S:18][CH:19]=[C:15]([C:12]3[CH:11]=[CH:10][C:9]([F:8])=[CH:14][CH:13]=3)[N:16]=2)[CH2:28][CH2:27][CH2:26]1, predict the reactants needed to synthesize it. (5) Given the product [CH2:13]([O:18][C:19]1[CH:24]=[CH:23][C:22]([C:25]#[C:26][C:2]2[CH:12]=[CH:11][C:5]([C:6]([O:8][CH2:9][CH3:10])=[O:7])=[CH:4][CH:3]=2)=[CH:21][CH:20]=1)[CH2:14][CH2:15][CH2:16][CH3:17], predict the reactants needed to synthesize it. The reactants are: Br[C:2]1[CH:12]=[CH:11][C:5]([C:6]([O:8][CH2:9][CH3:10])=[O:7])=[CH:4][CH:3]=1.[CH2:13]([O:18][C:19]1[CH:24]=[CH:23][C:22]([C:25]#[CH:26])=[CH:21][CH:20]=1)[CH2:14][CH2:15][CH2:16][CH3:17]. (6) Given the product [CH2:1]([N:4]1[C:12](=[O:13])[C:11]2[C:10](=[CH:18][CH:17]=[CH:16][CH:15]=2)[C:5]2[CH:6]=[CH:7][CH:8]=[C:2]([CH3:1])[C:3]1=2)[CH2:2][CH2:3][CH3:5], predict the reactants needed to synthesize it. The reactants are: [CH3:1][C:2]1[CH:8]=[CH:7][CH:6]=[CH:5][C:3]=1[NH2:4].Br[C:10]1[CH:18]=[CH:17][CH:16]=[CH:15][C:11]=1[C:12](Cl)=[O:13].